This data is from Peptide-MHC class I binding affinity with 185,985 pairs from IEDB/IMGT. The task is: Regression. Given a peptide amino acid sequence and an MHC pseudo amino acid sequence, predict their binding affinity value. This is MHC class I binding data. (1) The peptide sequence is NPAACSYMV. The MHC is HLA-A02:01 with pseudo-sequence HLA-A02:01. The binding affinity (normalized) is 0.0847. (2) The binding affinity (normalized) is 0.237. The peptide sequence is AITDAAVAVA. The MHC is HLA-A02:01 with pseudo-sequence HLA-A02:01. (3) The peptide sequence is PMDSTVKNY. The MHC is HLA-A30:02 with pseudo-sequence HLA-A30:02. The binding affinity (normalized) is 0.290. (4) The peptide sequence is FPVKPQVPL. The MHC is HLA-A33:01 with pseudo-sequence HLA-A33:01. The binding affinity (normalized) is 0. (5) The MHC is HLA-C05:01 with pseudo-sequence HLA-C05:01. The peptide sequence is YSQGAFTPL. The binding affinity (normalized) is 0.258. (6) The peptide sequence is LEMWKNGPCYG. The MHC is Mamu-B03 with pseudo-sequence Mamu-B03. The binding affinity (normalized) is 0. (7) The peptide sequence is RRDYRRGL. The binding affinity (normalized) is 0. The MHC is Patr-A0301 with pseudo-sequence Patr-A0301. (8) The peptide sequence is VRPKVPLRTM. The MHC is Mamu-B08 with pseudo-sequence Mamu-B08. The binding affinity (normalized) is 0.244. (9) The peptide sequence is SVFHEHIFK. The MHC is HLA-B15:01 with pseudo-sequence HLA-B15:01. The binding affinity (normalized) is 0.0847.